Predict the reactants needed to synthesize the given product. From a dataset of Full USPTO retrosynthesis dataset with 1.9M reactions from patents (1976-2016). (1) Given the product [C:33]1([O:39][C:40](=[O:41])[NH:1][C:2]2[CH:7]=[C:6]([O:8][C:9]3[CH:14]=[CH:13][C:12]([NH:15][C:16]([C:18]4[C:19](=[O:31])[N:20]([C:25]5[CH:26]=[CH:27][CH:28]=[CH:29][CH:30]=5)[N:21]([CH3:24])[C:22]=4[CH3:23])=[O:17])=[CH:11][C:10]=3[F:32])[CH:5]=[CH:4][N:3]=2)[CH:38]=[CH:37][CH:36]=[CH:35][CH:34]=1, predict the reactants needed to synthesize it. The reactants are: [NH2:1][C:2]1[CH:7]=[C:6]([O:8][C:9]2[CH:14]=[CH:13][C:12]([NH:15][C:16]([C:18]3[C:19](=[O:31])[N:20]([C:25]4[CH:30]=[CH:29][CH:28]=[CH:27][CH:26]=4)[N:21]([CH3:24])[C:22]=3[CH3:23])=[O:17])=[CH:11][C:10]=2[F:32])[CH:5]=[CH:4][N:3]=1.[C:33]1([O:39][C:40](Cl)=[O:41])[CH:38]=[CH:37][CH:36]=[CH:35][CH:34]=1. (2) Given the product [CH2:25]([O:15][C:9]1[CH:10]=[CH:11][CH:12]=[C:13]([F:14])[C:8]=1[C:5]1[CH:6]=[CH:7][C:2]([Cl:1])=[CH:3][C:4]=1[CH3:16])[CH:24]=[CH2:23], predict the reactants needed to synthesize it. The reactants are: [Cl:1][C:2]1[CH:7]=[CH:6][C:5]([C:8]2[C:9]([OH:15])=[CH:10][CH:11]=[CH:12][C:13]=2[F:14])=[C:4]([CH3:16])[CH:3]=1.C(=O)([O-])[O-].[K+].[K+].[CH2:23](Br)[CH:24]=[CH2:25]. (3) Given the product [CH2:1]([O:8][CH2:9][C:10](=[O:11])[CH2:15][OH:14])[C:2]1[CH:7]=[CH:6][CH:5]=[CH:4][CH:3]=1, predict the reactants needed to synthesize it. The reactants are: [CH2:1]([O:8][CH2:9][C:10]1(OCC)[CH2:15][O:14]C(COCC2C=CC=CC=2)(OCC)C[O:11]1)[C:2]1[CH:7]=[CH:6][CH:5]=[CH:4][CH:3]=1.S(=O)(=O)(O)O.O.CC(OC)(C)C.